This data is from Forward reaction prediction with 1.9M reactions from USPTO patents (1976-2016). The task is: Predict the product of the given reaction. The product is: [C:8]([C:4]1[CH:5]=[N:6][CH:7]=[C:2]([S:11][CH3:10])[N:3]=1)#[N:9]. Given the reactants Cl[C:2]1[CH:7]=[N:6][CH:5]=[C:4]([C:8]#[N:9])[N:3]=1.[CH3:10][S-:11].[Na+].C1COCC1.C(OCC)(=O)C, predict the reaction product.